Dataset: Full USPTO retrosynthesis dataset with 1.9M reactions from patents (1976-2016). Task: Predict the reactants needed to synthesize the given product. (1) Given the product [CH3:13][C:12]1[C:7]([NH:32][C:28]2[CH:29]=[CH:30][CH:31]=[C:26]([O:25][C:24]([F:33])([F:34])[F:23])[CH:27]=2)=[N:8][C:9]([NH:15][CH2:16][C:17]2[CH:22]=[CH:21][CH:20]=[CH:19][N:18]=2)=[N:10][C:11]=1[CH3:14], predict the reactants needed to synthesize it. The reactants are: C1(N[C:7]2[C:12]([CH3:13])=[C:11]([CH3:14])[N:10]=[C:9]([NH:15][CH2:16][C:17]3[CH:22]=[CH:21][CH:20]=[CH:19][N:18]=3)[N:8]=2)CCCC1.[F:23][C:24]([F:34])([F:33])[O:25][C:26]1[CH:27]=[C:28]([NH2:32])[CH:29]=[CH:30][CH:31]=1. (2) Given the product [C:2]([C:4]1[CH:9]=[CH:8][C:7]([Cl:10])=[C:6]([NH:11][C:4]2[CH:9]=[CH:8][CH:7]=[CH:6][CH:5]=2)[CH:5]=1)(=[O:3])[CH3:1], predict the reactants needed to synthesize it. The reactants are: [CH3:1][C:2]([C:4]1[CH:9]=[CH:8][C:7]([Cl:10])=[C:6]([N+:11]([O-])=O)[CH:5]=1)=[O:3].O.O.[Sn](Cl)(Cl)(Cl)Cl.[OH-].[NH4+]. (3) Given the product [Br:1][C:2]1[CH:3]=[C:4]2[C:8](=[CH:9][CH:10]=1)[N:7]([S:27]([C:20]1[C:21]3[C:26](=[CH:25][CH:24]=[CH:23][CH:22]=3)[C:17]([O:16][CH3:15])=[C:18]([N:31]3[CH2:36][CH2:35][N:34]([C:37](=[O:42])[C:38]([Cl:41])([Cl:39])[Cl:40])[CH2:33][CH2:32]3)[CH:19]=1)(=[O:28])=[O:29])[CH:6]=[C:5]2[CH:11]=[O:12], predict the reactants needed to synthesize it. The reactants are: [Br:1][C:2]1[CH:3]=[C:4]2[C:8](=[CH:9][CH:10]=1)[NH:7][CH:6]=[C:5]2[CH:11]=[O:12].[H-].[Na+].[CH3:15][O:16][C:17]1[C:26]2[C:21](=[CH:22][CH:23]=[CH:24][CH:25]=2)[C:20]([S:27](Cl)(=[O:29])=[O:28])=[CH:19][C:18]=1[N:31]1[CH2:36][CH2:35][N:34]([C:37](=[O:42])[C:38]([Cl:41])([Cl:40])[Cl:39])[CH2:33][CH2:32]1. (4) Given the product [O:1]=[C:2]1[N:11]([C:12]2[S:16][CH:15]=[C:14]([C:17]([N:23]([CH2:21][CH3:22])[C:24]3[CH:29]=[CH:28][CH:27]=[CH:26][CH:25]=3)=[O:19])[CH:13]=2)[C:10](=[O:20])[C:9]2[C:4](=[CH:5][CH:6]=[CH:7][CH:8]=2)[NH:3]1, predict the reactants needed to synthesize it. The reactants are: [O:1]=[C:2]1[N:11]([C:12]2[S:16][CH:15]=[C:14]([C:17]([OH:19])=O)[CH:13]=2)[C:10](=[O:20])[C:9]2[C:4](=[CH:5][CH:6]=[CH:7][CH:8]=2)[NH:3]1.[CH2:21]([NH:23][C:24]1[CH:29]=[CH:28][CH:27]=[CH:26][CH:25]=1)[CH3:22].CN1C=CN=C1.Cl.C(N=C=NCCCN(C)C)C.Cl. (5) Given the product [F:20][C:11]1[CH:12]=[C:13]([S:16]([CH3:19])(=[O:18])=[O:17])[CH:14]=[CH:15][C:10]=1[C:8]1[S:9][C:5]2[CH:4]=[CH:3][C:2]([B:25]3[O:26][C:27]([CH3:29])([CH3:28])[C:23]([CH3:39])([CH3:22])[O:24]3)=[CH:21][C:6]=2[N:7]=1, predict the reactants needed to synthesize it. The reactants are: Br[C:2]1[CH:3]=[CH:4][C:5]2[S:9][C:8]([C:10]3[CH:15]=[CH:14][C:13]([S:16]([CH3:19])(=[O:18])=[O:17])=[CH:12][C:11]=3[F:20])=[N:7][C:6]=2[CH:21]=1.[CH3:22][C:23]1([CH3:39])[C:27]([CH3:29])([CH3:28])[O:26][B:25]([B:25]2[O:26][C:27]([CH3:29])([CH3:28])[C:23]([CH3:39])([CH3:22])[O:24]2)[O:24]1.C([O-])(=O)C.[K+].C(Cl)Cl.